From a dataset of Catalyst prediction with 721,799 reactions and 888 catalyst types from USPTO. Predict which catalyst facilitates the given reaction. (1) The catalyst class is: 293. Reactant: [F:1][C:2]([F:27])([F:26])[C:3]([NH:5][CH2:6][C:7]#[C:8][C:9]1[C:10]([NH2:25])=[N:11][C:12](=[O:24])[N:13]([CH:23]=1)[C@@H:14]1[O:22][C@H:19]([CH2:20][OH:21])[C@@H:17]([OH:18])[C@H:15]1[OH:16])=[O:4].C([SiH](CC)CC)C. Product: [F:26][C:2]([F:1])([F:27])[C:3]([NH:5][CH2:6][CH2:7][CH2:8][C:9]1[C:10]([NH2:25])=[N:11][C:12](=[O:24])[N:13]([CH:23]=1)[C@@H:14]1[O:22][C@H:19]([CH2:20][OH:21])[C@@H:17]([OH:18])[C@H:15]1[OH:16])=[O:4]. (2) Reactant: [CH2:1]([O:8][C:9]([N:11]1[CH2:17][CH2:16][C:15](=[O:18])[N:14]([C@H:19]([C:30]([O:32]C)=[O:31])[CH2:20][CH2:21][O:22][CH2:23][C:24]2[CH:29]=[CH:28][CH:27]=[CH:26][CH:25]=2)[CH2:13][CH2:12]1)=[O:10])[C:2]1[CH:7]=[CH:6][CH:5]=[CH:4][CH:3]=1.[OH-].[Li+:35]. Product: [CH2:23]([O:22][CH2:21][CH2:20][C@@H:19]([N:14]1[C:15](=[O:18])[CH2:16][CH2:17][N:11]([C:9]([O:8][CH2:1][C:2]2[CH:7]=[CH:6][CH:5]=[CH:4][CH:3]=2)=[O:10])[CH2:12][CH2:13]1)[C:30]([O-:32])=[O:31])[C:24]1[CH:29]=[CH:28][CH:27]=[CH:26][CH:25]=1.[Li+:35]. The catalyst class is: 83. (3) Reactant: [C:1]([O-:4])(=[O:3])[CH3:2].[K+].[I:6][C:7]1[CH:14]=[CH:13][C:10]([CH2:11]Br)=[CH:9][CH:8]=1.C(O)C. Product: [C:1]([O:4][CH2:11][C:10]1[CH:13]=[CH:14][C:7]([I:6])=[CH:8][CH:9]=1)(=[O:3])[CH3:2]. The catalyst class is: 6. (4) Reactant: CCOP(ON1N=NC2C=CC=CC=2C1=O)(OCC)=O.CCN(C(C)C)C(C)C.[CH3:30][O:31][C:32](=[O:46])[CH2:33][CH2:34][CH2:35][CH2:36][CH2:37][C@H:38]([O:42][CH2:43][CH:44]=[CH2:45])[C:39]([OH:41])=O.[Cl-].[CH2:48]([C:51]1[N:52]([S:70]([C:73]2[CH:78]=[CH:77][C:76]([CH3:79])=[CH:75][CH:74]=2)(=[O:72])=[O:71])[C:53]2[C:58]([C:59]=1[C:60]([NH:62][C:63]1[CH:68]=[CH:67][CH:66]=[CH:65][C:64]=1[NH3+:69])=[O:61])=[CH:57][CH:56]=[CH:55][CH:54]=2)[CH:49]=[CH2:50]. Product: [CH3:30][O:31][C:32](=[O:46])[CH2:33][CH2:34][CH2:35][CH2:36][CH2:37][C@H:38]([O:42][CH2:43][CH:44]=[CH2:45])[C:39](=[O:41])[NH:69][C:64]1[CH:65]=[CH:66][CH:67]=[CH:68][C:63]=1[NH:62][C:60]([C:59]1[C:58]2[C:53](=[CH:54][CH:55]=[CH:56][CH:57]=2)[N:52]([S:70]([C:73]2[CH:78]=[CH:77][C:76]([CH3:79])=[CH:75][CH:74]=2)(=[O:72])=[O:71])[C:51]=1[CH2:48][CH:49]=[CH2:50])=[O:61]. The catalyst class is: 1. (5) Reactant: C[O:2][C:3]([C:5]1[N:6]([CH3:25])[N:7]=[C:8](/[CH:10]=[CH:11]\[C:12]2[C:13]([C:18]3[CH:23]=[CH:22][C:21]([F:24])=[CH:20][CH:19]=3)=[N:14][O:15][C:16]=2[CH3:17])[CH:9]=1)=[O:4].O.[OH-].[Li+]. The catalyst class is: 20. Product: [F:24][C:21]1[CH:20]=[CH:19][C:18]([C:13]2[C:12](/[CH:11]=[CH:10]\[C:8]3[CH:9]=[C:5]([C:3]([OH:4])=[O:2])[N:6]([CH3:25])[N:7]=3)=[C:16]([CH3:17])[O:15][N:14]=2)=[CH:23][CH:22]=1. (6) Reactant: [F:1][C:2]([F:15])([F:14])[CH2:3][O:4][C:5]1[CH:10]=[CH:9][CH:8]=[CH:7][C:6]=1[N+:11]([O-])=O.[H][H]. Product: [F:1][C:2]([F:14])([F:15])[CH2:3][O:4][C:5]1[CH:10]=[CH:9][CH:8]=[CH:7][C:6]=1[NH2:11]. The catalyst class is: 352. (7) Reactant: [H-].[Na+].[N:3]1[CH:8]=[CH:7][CH:6]=[CH:5][C:4]=1[CH2:9][OH:10].[Cl:11][C:12]1[CH:17]=[C:16]([N+:18]([O-:20])=[O:19])[CH:15]=[CH:14][C:13]=1F. Product: [Cl:11][C:12]1[CH:17]=[C:16]([N+:18]([O-:20])=[O:19])[CH:15]=[CH:14][C:13]=1[O:10][CH2:9][C:4]1[CH:5]=[CH:6][CH:7]=[CH:8][N:3]=1. The catalyst class is: 3.